This data is from Forward reaction prediction with 1.9M reactions from USPTO patents (1976-2016). The task is: Predict the product of the given reaction. (1) Given the reactants [CH2:1]([O:8][NH:9][C@H:10]1[CH2:15][N:14]([C:16]([O:18][C:19]([CH3:22])([CH3:21])[CH3:20])=[O:17])[C@H:13]([C:23]([OH:25])=[O:24])[CH2:12][CH2:11]1)[C:2]1[CH:7]=[CH:6][CH:5]=[CH:4][CH:3]=1.O[N:27]1[C:35](=[O:36])[C:34]2[C:29](=[CH:30][CH:31]=[CH:32][CH:33]=2)[C:28]1=[O:37].Cl.C(N=C=NCCCN(C)C)C, predict the reaction product. The product is: [CH2:1]([O:8][NH:9][C@H:10]1[CH2:15][N:14]([C:16]([O:18][C:19]([CH3:21])([CH3:22])[CH3:20])=[O:17])[C@H:13]([C:23]([O:25][N:27]2[C:35](=[O:36])[C:34]3[C:29](=[CH:30][CH:31]=[CH:32][CH:33]=3)[C:28]2=[O:37])=[O:24])[CH2:12][CH2:11]1)[C:2]1[CH:3]=[CH:4][CH:5]=[CH:6][CH:7]=1. (2) Given the reactants [Cl:1][C:2]1[CH:3]=[CH:4][C:5]([O:12]C)=[C:6]([CH2:8][C:9]([OH:11])=[O:10])[CH:7]=1, predict the reaction product. The product is: [Cl:1][C:2]1[CH:3]=[CH:4][C:5]([OH:12])=[C:6]([CH2:8][C:9]([OH:11])=[O:10])[CH:7]=1. (3) Given the reactants Cl.[NH2:2][C:3]1([C:6]([N:8]2[C:17]3[C:12](=[CH:13][CH:14]=[CH:15][CH:16]=3)[N:11]([CH:18]3[CH2:20][CH2:19]3)[CH2:10][CH2:9]2)=[O:7])[CH2:5][CH2:4]1.Cl.Br[CH2:23][C:24]1[CH:25]=[C:26]([CH2:31][CH2:32][C:33]([O:35][C:36]([CH3:39])([CH3:38])[CH3:37])=[O:34])[CH:27]=[CH:28][C:29]=1[Cl:30].CCN(C(C)C)C(C)C, predict the reaction product. The product is: [Cl:30][C:29]1[CH:28]=[CH:27][C:26]([CH2:31][CH2:32][C:33]([O:35][C:36]([CH3:38])([CH3:37])[CH3:39])=[O:34])=[CH:25][C:24]=1[CH2:23][NH:2][C:3]1([C:6]([N:8]2[C:17]3[C:12](=[CH:13][CH:14]=[CH:15][CH:16]=3)[N:11]([CH:18]3[CH2:19][CH2:20]3)[CH2:10][CH2:9]2)=[O:7])[CH2:5][CH2:4]1. (4) Given the reactants Cl[C:2]1[CH:3]=[CH:4][C:5]2[N:6]([CH:8]=[C:9]([NH:11][C:12](=[O:14])[CH3:13])[N:10]=2)[N:7]=1.[CH3:15][C:16]1([CH3:32])[C:20]([CH3:22])([CH3:21])[O:19][B:18]([B:18]2[O:19][C:20]([CH3:22])([CH3:21])[C:16]([CH3:32])([CH3:15])[O:17]2)[O:17]1.C([O-])(=O)C.[K+], predict the reaction product. The product is: [CH3:15][C:16]1([CH3:32])[C:20]([CH3:22])([CH3:21])[O:19][B:18]([C:2]2[CH:3]=[CH:4][C:5]3[N:6]([CH:8]=[C:9]([NH:11][C:12](=[O:14])[CH3:13])[N:10]=3)[N:7]=2)[O:17]1. (5) Given the reactants [Br:1][C:2]1[CH:7]=[CH:6][C:5]([C:8]([CH3:18])([CH:12]([CH:15]([CH3:17])[CH3:16])[CH:13]=[CH2:14])C(O)=O)=[CH:4][C:3]=1[Cl:19].C([N:22]([CH2:25]C)CC)C.C1(P(N=[N+]=[N-])(C2C=CC=CC=2)=[O:34])C=CC=CC=1, predict the reaction product. The product is: [Br:1][C:2]1[CH:7]=[CH:6][C:5]([C:8]([N:22]=[C:25]=[O:34])([CH3:18])[CH:12]([CH:15]([CH3:16])[CH3:17])[CH:13]=[CH2:14])=[CH:4][C:3]=1[Cl:19].